This data is from Reaction yield outcomes from USPTO patents with 853,638 reactions. The task is: Predict the reaction yield, written as a fraction of the theoretical maximum amount of product (1.0 means a 100% yield; for example, 0.34 means a 34% yield). (1) The reactants are [CH:1]([C:4]1[C:5](OS(C(F)(F)F)(=O)=O)=[N:6][C:7]([O:12][CH3:13])=[N:8][C:9]=1[O:10][CH3:11])([CH3:3])[CH3:2].[N:22]1[C:31]2[C:26](=[CH:27][CH:28]=[CH:29][CH:30]=2)[CH:25]=[C:24](B(O)O)[CH:23]=1.C([O-])([O-])=O.[Na+].[Na+]. The catalyst is C1C=CC(P(C2C=CC=CC=2)[C-]2C=CC=C2)=CC=1.C1C=CC(P(C2C=CC=CC=2)[C-]2C=CC=C2)=CC=1.Cl[Pd]Cl.[Fe+2].COCCOC. The product is [CH:1]([C:4]1[C:5]([C:24]2[CH:23]=[N:22][C:31]3[C:26]([CH:25]=2)=[CH:27][CH:28]=[CH:29][CH:30]=3)=[N:6][C:7]([O:12][CH3:13])=[N:8][C:9]=1[O:10][CH3:11])([CH3:3])[CH3:2]. The yield is 0.500. (2) The reactants are [CH3:1][C:2]1[O:6][CH:5]=[C:4]([C:7]2[C:17]3[O:16][CH2:15][CH2:14][N:13](C(OC(C)(C)C)=O)[CH2:12][C:11]=3[CH:10]=[CH:9][CH:8]=2)[CH:3]=1.C(OCC)(=O)C.[ClH:31]. The catalyst is C(OCC)(=O)C. The product is [ClH:31].[CH3:1][C:2]1[O:6][CH:5]=[C:4]([C:7]2[C:17]3[O:16][CH2:15][CH2:14][NH:13][CH2:12][C:11]=3[CH:10]=[CH:9][CH:8]=2)[CH:3]=1. The yield is 0.810. (3) The reactants are C([N:8]1[CH2:14][C:13]2[N:15]=[CH:16][C:17]([N:19]([CH:21]3[CH2:24][CH2:23][CH2:22]3)[CH3:20])=[N:18][C:12]=2[O:11][CH2:10][CH2:9]1)C1C=CC=CC=1.C(OCC)(=O)C.[ClH:31]. The catalyst is CO.[OH-].[OH-].[Pd+2]. The product is [ClH:31].[CH:21]1([N:19]([CH3:20])[C:17]2[CH:16]=[N:15][C:13]3[CH2:14][NH:8][CH2:9][CH2:10][O:11][C:12]=3[N:18]=2)[CH2:22][CH2:23][CH2:24]1. The yield is 0.650. (4) The reactants are Br[C:2]1[S:6][C:5](C(N)=O)=[N:4][CH:3]=1.[CH3:10][N:11]1[C:19]2[C:14](=[CH:15][CH:16]=[CH:17][CH:18]=2)[CH:13]=[C:12]1B(O)O.P([O-])([O-])([O-])=O.[K+].[K+].[K+].CC(=O)OCC.[Cl-].[Na+].O.C[N:41](C=O)C. The catalyst is O. The product is [CH3:10][N:11]1[C:19]2[C:14](=[CH:15][CH:16]=[CH:17][CH:18]=2)[CH:13]=[C:12]1[C:2]1[S:6][C:5]([NH2:41])=[N:4][CH:3]=1. The yield is 0.183. (5) The reactants are C(OC[N:9]1[C:13]2[N:14]=[N:15][CH:16]=[C:17]([C:18]3[CH:19]=[N:20][N:21]([CH:23]([CH2:27][CH:28]4[CH2:30][CH2:29]4)[CH2:24][C:25]#[N:26])[CH:22]=3)[C:12]=2[CH:11]=[CH:10]1)(=O)C(C)(C)C.[OH-].[Na+]. The catalyst is CO. The product is [N:14]1[C:13]2[NH:9][CH:10]=[CH:11][C:12]=2[C:17]([C:18]2[CH:19]=[N:20][N:21]([CH:23]([CH2:27][CH:28]3[CH2:30][CH2:29]3)[CH2:24][C:25]#[N:26])[CH:22]=2)=[CH:16][N:15]=1. The yield is 0.310. (6) The reactants are Cl.[Cl:2][C:3]1[CH:8]=[CH:7][N:6]=[C:5]([C:9]([O:11]C)=O)[CH:4]=1.[NH2:13][CH2:14][CH2:15][N:16]1[CH2:21][CH2:20][O:19][CH2:18][CH2:17]1.O. The catalyst is C1COCC1. The product is [Cl:2][C:3]1[CH:8]=[CH:7][N:6]=[C:5]([C:9](=[O:11])[NH:13][CH2:14][CH2:15][N:16]2[CH2:21][CH2:20][O:19][CH2:18][CH2:17]2)[CH:4]=1. The yield is 0.950. (7) The reactants are [C:1]1([CH2:7][CH2:8][NH:9][CH2:10][CH2:11][CH2:12][CH2:13][CH2:14][CH2:15][CH3:16])[CH:6]=[CH:5][CH:4]=[CH:3][CH:2]=1.[CH3:17][O:18][C:19]([C:21]1[CH:38]=[CH:37][CH:36]=[CH:35][C:22]=1[CH2:23][O:24][C:25]1[CH:30]=[CH:29][C:28]([CH2:31][C:32]([OH:34])=O)=[CH:27][CH:26]=1)=[O:20].F[B-](F)(F)F.N1(OC(N(C)C)=[N+](C)C)C2C=CC=CC=2N=N1.C(N(C(C)C)C(C)C)C. The catalyst is CN(C=O)C.CCOC(C)=O. The product is [CH2:10]([N:9]([CH2:8][CH2:7][C:1]1[CH:2]=[CH:3][CH:4]=[CH:5][CH:6]=1)[C:32](=[O:34])[CH2:31][C:28]1[CH:27]=[CH:26][C:25]([O:24][CH2:23][C:22]2[CH:35]=[CH:36][CH:37]=[CH:38][C:21]=2[C:19]([O:18][CH3:17])=[O:20])=[CH:30][CH:29]=1)[CH2:11][CH2:12][CH2:13][CH2:14][CH2:15][CH3:16]. The yield is 0.874. (8) The reactants are C1(P(C2C=CC=CC=2)C2C=CC=CC=2)C=CC=CC=1.[F:20][C:21]1[CH:28]=[CH:27][CH:26]=[CH:25][C:22]=1[CH2:23]Br.[CH:29]([C:31]1[CH:32]=[C:33]([CH:39]=[CH:40][C:41]=1[O:42][CH3:43])[C:34]([O:36][CH2:37][CH3:38])=[O:35])=O.C[O-].[Na+]. The catalyst is C(OCC)(=O)C.CO.CN(C)C=O. The product is [F:20][C:21]1[CH:28]=[CH:27][CH:26]=[CH:25][C:22]=1[CH:23]=[CH:29][C:31]1[CH:32]=[C:33]([CH:39]=[CH:40][C:41]=1[O:42][CH3:43])[C:34]([O:36][CH2:37][CH3:38])=[O:35]. The yield is 0.800. (9) The reactants are [CH3:1][O:2][C:3]1[CH:4]=[C:5]([S:11](Cl)(=[O:13])=[O:12])[CH:6]=[CH:7][C:8]=1[O:9][CH3:10].C(N(CC)CC)C.[CH2:22]([NH2:28])[CH2:23][CH2:24][CH2:25][CH2:26][CH3:27]. The catalyst is C(OCC)(=O)C. The product is [CH2:22]([NH:28][S:11]([C:5]1[CH:6]=[CH:7][C:8]([O:9][CH3:10])=[C:3]([O:2][CH3:1])[CH:4]=1)(=[O:13])=[O:12])[CH2:23][CH2:24][CH2:25][CH2:26][CH3:27]. The yield is 0.750. (10) The catalyst is CO. The reactants are [CH2:1]([C:3]1[S:44][C:6]2[N:7]([CH2:24][C:25]3[CH:30]=[CH:29][C:28]([C:31]4[CH:36]=[CH:35][CH:34]=[CH:33][C:32]=4[C:37]4[NH:41][C:40](=[O:42])[O:39][N:38]=4)=[CH:27][C:26]=3[F:43])[C:8](=[O:23])[N:9]([CH2:12][C:13]([C:15]3[CH:20]=[CH:19][C:18]([O:21][CH3:22])=[CH:17][CH:16]=3)=[O:14])[C:10](=[O:11])[C:5]=2[CH:4]=1)[CH3:2].[BH4-].[Na+]. The yield is 0.770. The product is [CH2:1]([C:3]1[S:44][C:6]2[N:7]([CH2:24][C:25]3[CH:30]=[CH:29][C:28]([C:31]4[CH:36]=[CH:35][CH:34]=[CH:33][C:32]=4[C:37]4[NH:41][C:40](=[O:42])[O:39][N:38]=4)=[CH:27][C:26]=3[F:43])[C:8](=[O:23])[N:9]([CH2:12][CH:13]([OH:14])[C:15]3[CH:20]=[CH:19][C:18]([O:21][CH3:22])=[CH:17][CH:16]=3)[C:10](=[O:11])[C:5]=2[CH:4]=1)[CH3:2].